Dataset: Forward reaction prediction with 1.9M reactions from USPTO patents (1976-2016). Task: Predict the product of the given reaction. (1) Given the reactants [NH2:1][C:2]1[CH:12]=[CH:11][C:5]([C:6]([O:8][CH2:9][CH3:10])=[O:7])=[CH:4][C:3]=1[CH3:13].C([O-])(=O)C.[K+].C(OC(=O)C)(=O)C.C1OCCOCCOCCOCCOCCOC1.[N:44](OCCC(C)C)=O.C(=O)(O)[O-].[Na+].O.N, predict the reaction product. The product is: [NH:1]1[C:2]2[C:3](=[CH:4][C:5]([C:6]([O:8][CH2:9][CH3:10])=[O:7])=[CH:11][CH:12]=2)[CH:13]=[N:44]1. (2) Given the reactants C([N:8]1[CH2:13][CH:12]=[C:11]([C:14]2[C:22]3[O:21][CH2:20][CH2:19][C:18]=3[CH:17]=[C:16](Br)[CH:15]=2)[CH2:10][CH2:9]1)C1C=CC=CC=1, predict the reaction product. The product is: [O:21]1[C:22]2[C:14]([CH:11]3[CH2:12][CH2:13][NH:8][CH2:9][CH2:10]3)=[CH:15][CH:16]=[CH:17][C:18]=2[CH2:19][CH2:20]1. (3) Given the reactants [H-].[Na+].[F:3][C:4]([F:29])([F:28])[C:5]1[C:13]2[CH2:12][CH2:11][CH2:10][CH2:9][C:8]=2[N:7]([C:14]2[CH:19]=[CH:18][C:17]([NH:20][C:21]([N:23]3[CH2:27][CH2:26][CH2:25][CH2:24]3)=[O:22])=[CH:16][CH:15]=2)[N:6]=1.[CH3:30]I, predict the reaction product. The product is: [CH3:30][N:20]([C:17]1[CH:16]=[CH:15][C:14]([N:7]2[C:8]3[CH2:9][CH2:10][CH2:11][CH2:12][C:13]=3[C:5]([C:4]([F:3])([F:28])[F:29])=[N:6]2)=[CH:19][CH:18]=1)[C:21]([N:23]1[CH2:24][CH2:25][CH2:26][CH2:27]1)=[O:22]. (4) Given the reactants [C:1]([CH:4]([NH:13][C:14]([C:16]1[CH:21]=[CH:20][C:19]([CH3:22])=[CH:18][CH:17]=1)=[O:15])[CH2:5][C:6]1[CH:11]=[CH:10][CH:9]=[C:8]([Br:12])[CH:7]=1)(=O)[CH3:2].P(Cl)(Cl)(Cl)=O, predict the reaction product. The product is: [Br:12][C:8]1[CH:9]=[CH:10][CH:11]=[C:6]([CH2:5][C:4]2[N:13]=[C:14]([C:16]3[CH:21]=[CH:20][C:19]([CH3:22])=[CH:18][CH:17]=3)[O:15][C:1]=2[CH3:2])[CH:7]=1. (5) Given the reactants Cl.[CH3:2][O:3][C:4]1[N:5]=[C:6]2[C:11](=[CH:12][CH:13]=1)[N:10]=[CH:9][CH:8]=[C:7]2[N:14]1[CH2:18][CH2:17][CH:16]([S:19][CH2:20][CH2:21][NH2:22])[CH2:15]1.C(N(CC)CC)C.[O:30]=[C:31]1[NH:36][C:35]2[CH:37]=[C:38]([S:41](Cl)(=[O:43])=[O:42])[CH:39]=[CH:40][C:34]=2[S:33][CH2:32]1.C(=O)(O)[O-].[Na+], predict the reaction product. The product is: [CH3:2][O:3][C:4]1[N:5]=[C:6]2[C:11](=[CH:12][CH:13]=1)[N:10]=[CH:9][CH:8]=[C:7]2[N:14]1[CH2:18][CH2:17][CH:16]([S:19][CH2:20][CH2:21][NH:22][S:41]([C:38]2[CH:39]=[CH:40][C:34]3[S:33][CH2:32][C:31](=[O:30])[NH:36][C:35]=3[CH:37]=2)(=[O:43])=[O:42])[CH2:15]1. (6) Given the reactants [F:1][C:2]1[CH:7]=[CH:6][C:5]([CH2:8][C:9]2[CH:18]=[C:17]3[C:12]([C:13]([OH:26])=[C:14]([C:21](OCC)=[O:22])[C:15](=[O:20])[N:16]3[CH3:19])=[N:11][CH:10]=2)=[CH:4][CH:3]=1.C(O)(=O)C(O)=O.[NH2:33][CH2:34][CH2:35][P:36](=[O:43])([O:40][CH2:41][CH3:42])[O:37][CH2:38][CH3:39], predict the reaction product. The product is: [F:1][C:2]1[CH:7]=[CH:6][C:5]([CH2:8][C:9]2[CH:18]=[C:17]3[C:12]([C:13]([OH:26])=[C:14]([C:21]([NH:33][CH2:34][CH2:35][P:36](=[O:43])([O:37][CH2:38][CH3:39])[O:40][CH2:41][CH3:42])=[O:22])[C:15](=[O:20])[N:16]3[CH3:19])=[N:11][CH:10]=2)=[CH:4][CH:3]=1. (7) Given the reactants S([O:6][CH3:7])(OC)(=O)=O.[Br:8][C:9]1[CH:14]=[C:13]([CH2:15][OH:16])[CH:12]=[C:11]([O:17][CH3:18])[C:10]=1O.[OH-].[K+].Cl.[CH2:23]1COCC1, predict the reaction product. The product is: [Br:8][C:9]1[CH:14]=[C:13]([CH2:15][O:16][CH3:23])[CH:12]=[C:11]([O:17][CH3:18])[C:10]=1[O:6][CH3:7].